Dataset: Full USPTO retrosynthesis dataset with 1.9M reactions from patents (1976-2016). Task: Predict the reactants needed to synthesize the given product. (1) Given the product [CH2:17]([O:16][C:14](=[O:15])[CH:9]([NH:8][C:6]([O:5][C:1]([CH3:4])([CH3:3])[CH3:2])=[O:7])[CH2:10][CH2:11][C:12]([C:29]1[CH:28]=[CH:27][C:26]([O:25][CH3:24])=[C:31]([O:32][CH3:33])[CH:30]=1)=[O:13])[C:18]1[CH:23]=[CH:22][CH:21]=[CH:20][CH:19]=1, predict the reactants needed to synthesize it. The reactants are: [C:1]([O:5][C:6]([N:8]1[C:12](=[O:13])[CH2:11][CH2:10][C@H:9]1[C:14]([O:16][CH2:17][C:18]1[CH:23]=[CH:22][CH:21]=[CH:20][CH:19]=1)=[O:15])=[O:7])([CH3:4])([CH3:3])[CH3:2].[CH3:24][O:25][C:26]1[CH:27]=[C:28]([Mg]Br)[CH:29]=[CH:30][C:31]=1[O:32][CH3:33]. (2) Given the product [OH:31][NH:33][C:23](=[O:25])/[CH:22]=[CH:21]/[C:16]1[CH:17]=[CH:18][CH:19]=[CH:20][C:15]=1[NH:14][CH2:13][C:10]1[CH:11]=[CH:12][C:7]([C:1]2[CH:2]=[CH:3][CH:4]=[CH:5][CH:6]=2)=[C:8]([C:27]([F:28])([F:29])[F:30])[CH:9]=1, predict the reactants needed to synthesize it. The reactants are: [C:1]1([C:7]2[CH:12]=[CH:11][C:10]([CH2:13][NH:14][C:15]3[CH:20]=[CH:19][CH:18]=[CH:17][C:16]=3/[CH:21]=[CH:22]/[C:23]([O:25]C)=O)=[CH:9][C:8]=2[C:27]([F:30])([F:29])[F:28])[CH:6]=[CH:5][CH:4]=[CH:3][CH:2]=1.[OH-:31].[Na+].[NH2:33]O.Cl.